Dataset: Full USPTO retrosynthesis dataset with 1.9M reactions from patents (1976-2016). Task: Predict the reactants needed to synthesize the given product. (1) Given the product [CH2:29]([O:28][P:27]([O:1][C:2]1[CH:3]=[CH:4][C:5]([CH2:8][C:9]([O:11][CH3:12])=[O:10])=[CH:6][CH:7]=1)([O:36][CH2:37][C:38]1[CH:43]=[CH:42][CH:41]=[CH:40][CH:39]=1)=[O:44])[C:30]1[CH:31]=[CH:32][CH:33]=[CH:34][CH:35]=1, predict the reactants needed to synthesize it. The reactants are: [OH:1][C:2]1[CH:7]=[CH:6][C:5]([CH2:8][C:9]([O:11][CH3:12])=[O:10])=[CH:4][CH:3]=1.C(Cl)(Cl)(Cl)Cl.CCN(C(C)C)C(C)C.[P:27]([O-:44])([O:36][CH2:37][C:38]1[CH:43]=[CH:42][CH:41]=[CH:40][CH:39]=1)[O:28][CH2:29][C:30]1[CH:35]=[CH:34][CH:33]=[CH:32][CH:31]=1. (2) Given the product [CH:26]1[C:35]2[C:30](=[C:31]([N:36]3[C:5]([C:7]4[C:12](=[O:13])[CH:11]=[CH:10][N:9]([C:14]5[CH:19]=[CH:18][C:17]([O:20][C:21]([F:24])([F:22])[F:23])=[CH:16][CH:15]=5)[N:8]=4)=[CH:4][CH:3]=[N:37]3)[CH:32]=[CH:33][CH:34]=2)[CH:29]=[CH:28][N:27]=1, predict the reactants needed to synthesize it. The reactants are: CN(C)/[CH:3]=[CH:4]/[C:5]([C:7]1[C:12](=[O:13])[CH:11]=[CH:10][N:9]([C:14]2[CH:19]=[CH:18][C:17]([O:20][C:21]([F:24])([F:23])[F:22])=[CH:16][CH:15]=2)[N:8]=1)=O.[CH:26]1[C:35]2[C:30](=[C:31]([NH:36][NH2:37])[CH:32]=[CH:33][CH:34]=2)[CH:29]=[CH:28][N:27]=1.